Dataset: Forward reaction prediction with 1.9M reactions from USPTO patents (1976-2016). Task: Predict the product of the given reaction. (1) Given the reactants C([N:8]1[C:15]2[CH:14]3[CH2:16][CH:13]3[CH2:12][C:11]=2[C:10]([C:17]2[N:18]=[N:19][NH:20][N:21]=2)=[N:9]1)C1C=CC=CC=1.CC([O-])(C)C.[K+], predict the reaction product. The product is: [N:21]1[NH:20][N:19]=[N:18][C:17]=1[C:10]1[NH:9][N:8]=[C:15]2[C:11]=1[CH2:12][C@H:13]1[CH2:16][C@H:14]12. (2) Given the reactants [NH:1]1[C:9]2[C:4](=[CH:5][C:6]([NH:10][C:11]3[C:20]4[C:15](=[CH:16][CH:17]=[CH:18][CH:19]=4)[N:14]=[C:13]([C:21]4[CH:22]=[C:23]([CH:29]=[CH:30][CH:31]=4)[O:24][CH2:25][C:26](O)=[O:27])[N:12]=3)=[CH:7][CH:8]=2)[CH:3]=[N:2]1.C1CN([P+](ON2N=NC3C=CC=CC2=3)(N2CCCC2)N2CCCC2)CC1.F[P-](F)(F)(F)(F)F.CCN(C(C)C)C(C)C.[NH:74]1[CH2:79][CH2:78][O:77][CH2:76][CH2:75]1, predict the reaction product. The product is: [NH:1]1[C:9]2[C:4](=[CH:5][C:6]([NH:10][C:11]3[C:20]4[C:15](=[CH:16][CH:17]=[CH:18][CH:19]=4)[N:14]=[C:13]([C:21]4[CH:22]=[C:23]([CH:29]=[CH:30][CH:31]=4)[O:24][CH2:25][C:26]([N:74]4[CH2:79][CH2:78][O:77][CH2:76][CH2:75]4)=[O:27])[N:12]=3)=[CH:7][CH:8]=2)[CH:3]=[N:2]1. (3) Given the reactants [CH:1]1[C:14]2[C:5](=[CH:6][C:7]3[C:12]([C:13]=2[C:15]2[CH:20]=[CH:19][C:18]([C:21]4[O:22][C:23]5[CH:29]=[CH:28][CH:27]=[CH:26][C:24]=5[N:25]=4)=[CH:17][CH:16]=2)=[CH:11][CH:10]=[CH:9][CH:8]=3)[CH:4]=[CH:3][CH:2]=1.C1(C)C=CC=CC=1.[Br:37]N1C(=O)CCC1=O, predict the reaction product. The product is: [Br:37][C:6]1[C:5]2[C:14](=[CH:1][CH:2]=[CH:3][CH:4]=2)[C:13]([C:15]2[CH:16]=[CH:17][C:18]([C:21]3[O:22][C:23]4[CH:29]=[CH:28][CH:27]=[CH:26][C:24]=4[N:25]=3)=[CH:19][CH:20]=2)=[C:12]2[C:7]=1[CH:8]=[CH:9][CH:10]=[CH:11]2. (4) The product is: [CH:16]([C:20]1[C:21]([N:34]([CH2:35][CH3:36])[CH2:37][CH3:38])=[N:22][C:23]([S:32]([CH3:33])(=[O:9])=[O:39])=[N:24][C:25]=1[NH:26][CH2:27][C:28]([F:31])([F:29])[F:30])([CH2:18][CH3:19])[CH3:17]. Given the reactants ClC1C=CC=C(C(OO)=[O:9])C=1.C(Cl)(Cl)Cl.[CH:16]([C:20]1[C:21]([N:34]([CH2:37][CH3:38])[CH2:35][CH3:36])=[N:22][C:23]([S:32][CH3:33])=[N:24][C:25]=1[NH:26][CH2:27][C:28]([F:31])([F:30])[F:29])([CH2:18][CH3:19])[CH3:17].[OH2:39], predict the reaction product. (5) Given the reactants [CH3:1][O:2][CH2:3][C:4]([OH:6])=O.[N+:7]([C:10]1[CH:16]=[CH:15][C:13]([NH2:14])=[CH:12][CH:11]=1)([O-:9])=[O:8].F[P-](F)(F)(F)(F)F.ClC1N(C)C=C[N+]=1C.C(N(CC)CC)C, predict the reaction product. The product is: [CH3:1][O:2][CH2:3][C:4]([NH:14][C:13]1[CH:15]=[CH:16][C:10]([N+:7]([O-:9])=[O:8])=[CH:11][CH:12]=1)=[O:6].